From a dataset of Forward reaction prediction with 1.9M reactions from USPTO patents (1976-2016). Predict the product of the given reaction. (1) Given the reactants [NH2:1][CH2:2][C:3]1[C:4]([F:20])=[C:5]([O:10][C:11]2[CH:12]=[C:13]([CH:16]=[C:17](Br)[CH:18]=2)[C:14]#[N:15])[C:6]([Cl:9])=[CH:7][CH:8]=1.[C:21]([Zn]C#N)#[N:22], predict the reaction product. The product is: [NH2:1][CH2:2][C:3]1[C:4]([F:20])=[C:5]([O:10][C:11]2[CH:12]=[C:13]([C:14]#[N:15])[CH:16]=[C:17]([C:21]#[N:22])[CH:18]=2)[C:6]([Cl:9])=[CH:7][CH:8]=1. (2) Given the reactants [Cl:1][C:2]1[S:6][C:5]([C:7]([OH:9])=O)=[CH:4][CH:3]=1.[CH:10]([N:13]1[CH2:18][CH2:17][CH:16]([N:19]([CH2:26][C:27]2[S:28][CH:29]=[CH:30][N:31]=2)[S:20]([CH2:23][CH2:24][NH2:25])(=[O:22])=[O:21])[CH2:15][CH2:14]1)([CH3:12])[CH3:11], predict the reaction product. The product is: [CH:10]([N:13]1[CH2:18][CH2:17][CH:16]([N:19]([CH2:26][C:27]2[S:28][CH:29]=[CH:30][N:31]=2)[S:20]([CH2:23][CH2:24][NH:25][C:7]([C:5]2[S:6][C:2]([Cl:1])=[CH:3][CH:4]=2)=[O:9])(=[O:21])=[O:22])[CH2:15][CH2:14]1)([CH3:12])[CH3:11]. (3) Given the reactants [CH2:1]([O:3][C:4](=[O:11])[CH2:5][CH:6](Br)[CH2:7][CH2:8][CH3:9])[CH3:2].[Na].[OH:13][C:14]1[CH:15]=[N:16][CH:17]=[CH:18][CH:19]=1, predict the reaction product. The product is: [CH2:1]([O:3][C:4](=[O:11])[CH:5]([O:13][C:14]1[CH:15]=[N:16][CH:17]=[CH:18][CH:19]=1)[CH2:6][CH2:7][CH2:8][CH3:9])[CH3:2]. (4) Given the reactants [CH3:1][O:2][C:3]1[CH:4]=[CH:5][C:6]([CH3:10])=[C:7]([NH2:9])[CH:8]=1.[CH2:11]([S:14](Cl)(=[O:16])=[O:15])[CH2:12][CH3:13], predict the reaction product. The product is: [CH3:1][O:2][C:3]1[CH:4]=[CH:5][C:6]([CH3:10])=[C:7]([NH:9][S:14]([CH2:11][CH2:12][CH3:13])(=[O:16])=[O:15])[CH:8]=1. (5) The product is: [ClH:43].[ClH:43].[C:1]1([C:7]2[CH:11]=[C:10]([C:12]3[CH:17]=[CH:16][CH:15]=[CH:14][CH:13]=3)[N:9]([CH2:18][C:19]3[CH:38]=[CH:37][C:22]([CH2:23][NH:24][C:25]4[CH:30]=[CH:29][C:28]([CH2:31][CH2:32][C:33]([OH:35])=[O:34])=[C:27]([F:36])[CH:26]=4)=[CH:21][C:20]=3[O:39][CH:40]([CH3:42])[CH3:41])[N:8]=2)[CH:6]=[CH:5][CH:4]=[CH:3][CH:2]=1. Given the reactants [C:1]1([C:7]2[CH:11]=[C:10]([C:12]3[CH:17]=[CH:16][CH:15]=[CH:14][CH:13]=3)[N:9]([CH2:18][C:19]3[CH:38]=[CH:37][C:22]([CH2:23][NH:24][C:25]4[CH:30]=[CH:29][C:28]([CH2:31][CH2:32][C:33]([OH:35])=[O:34])=[C:27]([F:36])[CH:26]=4)=[CH:21][C:20]=3[O:39][CH:40]([CH3:42])[CH3:41])[N:8]=2)[CH:6]=[CH:5][CH:4]=[CH:3][CH:2]=1.[ClH:43].C(OCC)(=O)C, predict the reaction product. (6) Given the reactants [F:1][C:2]1[CH:8]=[CH:7][CH:6]=[C:4]([OH:5])[C:3]=1[OH:9].[OH-].[Na+].[CH2:12](O)[CH3:13].Br[CH2:16][CH3:17], predict the reaction product. The product is: [CH2:16]([O:5][C:4]1[CH:6]=[CH:7][CH:8]=[C:2]([F:1])[C:3]=1[O:9][CH2:12][CH3:13])[CH3:17]. (7) Given the reactants [C:1]1([C:7]2([CH2:13][CH2:14][C:15]3[O:19][N:18]=[C:17]([C:20]4[CH:37]=[CH:36][C:23]([CH2:24][N:25]5[CH2:28][CH:27]([C:29]([O:31]C(C)(C)C)=[O:30])[CH2:26]5)=[CH:22][CH:21]=4)[N:16]=3)[CH2:12][CH2:11][CH2:10][CH2:9][CH2:8]2)[CH:6]=[CH:5][CH:4]=[CH:3][CH:2]=1.CO, predict the reaction product. The product is: [C:1]1([C:7]2([CH2:13][CH2:14][C:15]3[O:19][N:18]=[C:17]([C:20]4[CH:21]=[CH:22][C:23]([CH2:24][N:25]5[CH2:28][CH:27]([C:29]([OH:31])=[O:30])[CH2:26]5)=[CH:36][CH:37]=4)[N:16]=3)[CH2:8][CH2:9][CH2:10][CH2:11][CH2:12]2)[CH:6]=[CH:5][CH:4]=[CH:3][CH:2]=1.